From a dataset of Peptide-MHC class I binding affinity with 185,985 pairs from IEDB/IMGT. Regression. Given a peptide amino acid sequence and an MHC pseudo amino acid sequence, predict their binding affinity value. This is MHC class I binding data. (1) The peptide sequence is YTFFSYLMK. The MHC is HLA-A03:01 with pseudo-sequence HLA-A03:01. The binding affinity (normalized) is 0.789. (2) The peptide sequence is YTFEPHYFY. The MHC is HLA-A69:01 with pseudo-sequence HLA-A69:01. The binding affinity (normalized) is 0.518. (3) The peptide sequence is TLDESFLGRY. The MHC is HLA-A29:02 with pseudo-sequence HLA-A29:02. The binding affinity (normalized) is 0.534. (4) The peptide sequence is TVGYMYIMK. The MHC is HLA-B58:01 with pseudo-sequence HLA-B58:01. The binding affinity (normalized) is 0.0847. (5) The peptide sequence is KKSAFYQSY. The MHC is HLA-A80:01 with pseudo-sequence HLA-A80:01. The binding affinity (normalized) is 0.0847.